Dataset: Forward reaction prediction with 1.9M reactions from USPTO patents (1976-2016). Task: Predict the product of the given reaction. (1) Given the reactants [F:1][C:2]1[CH:3]=[CH:4][C:5]([O:10][C:11]2[CH:12]=[C:13]3[C:17](=[CH:18][CH:19]=2)[N:16]([CH2:20][CH:21]([CH3:23])[CH3:22])[N:15]=[CH:14]3)=[C:6]([CH:9]=1)[C:7]#[N:8].N#N.Cl, predict the reaction product. The product is: [F:1][C:2]1[CH:3]=[CH:4][C:5]([O:10][C:11]2[CH:12]=[C:13]3[C:17](=[CH:18][CH:19]=2)[N:16]([CH2:20][CH:21]([CH3:23])[CH3:22])[N:15]=[CH:14]3)=[C:6]([CH:9]=1)[CH2:7][NH2:8]. (2) Given the reactants C[O:2][C:3](=[O:37])[C:4]([CH3:36])([CH3:35])[CH2:5][C:6]1[CH:11]=[C:10]([CH3:12])[C:9]([C:13]2[NH:14][C:15]3[C:20]([CH:21]=2)=[CH:19][CH:18]=[C:17]([C:22]2[O:23][C:24]([C:27]4[CH:32]=[CH:31][C:30]([Cl:33])=[CH:29][CH:28]=4)=[N:25][N:26]=2)[CH:16]=3)=[C:8]([CH3:34])[CH:7]=1.[OH-].[Na+].C1COCC1.Cl, predict the reaction product. The product is: [Cl:33][C:30]1[CH:31]=[CH:32][C:27]([C:24]2[O:23][C:22]([C:17]3[CH:16]=[C:15]4[C:20]([CH:21]=[C:13]([C:9]5[C:8]([CH3:34])=[CH:7][C:6]([CH2:5][C:4]([CH3:35])([CH3:36])[C:3]([OH:37])=[O:2])=[CH:11][C:10]=5[CH3:12])[NH:14]4)=[CH:19][CH:18]=3)=[N:26][N:25]=2)=[CH:28][CH:29]=1. (3) Given the reactants [CH3:1][O:2][C:3]([C:5]1[N:6]=[C:7]2[C:12]([C:13]([F:16])([F:15])[F:14])=[CH:11][C:10]([N+:17]([O-])=O)=[CH:9][N:8]2[C:20]=1[Cl:21])=[O:4].COC(C1N=C2[C:33](C(F)(F)F)=[CH:32][C:31]([C:38]3C=CC=C[CH:39]=3)=NN2C=1)=O.ClN1C(=O)CCC1=O, predict the reaction product. The product is: [CH3:1][O:2][C:3]([C:5]1[N:6]=[C:7]2[C:12]([C:13]([F:14])([F:15])[F:16])=[CH:11][C:10]([C:9]3[CH:39]=[CH:38][CH:31]=[CH:32][CH:33]=3)=[N:17][N:8]2[C:20]=1[Cl:21])=[O:4]. (4) Given the reactants [Cl:1][C:2]1[CH:10]=[C:9]([NH:11][C:12]([CH2:14][C:15]2[CH:20]=[CH:19][CH:18]=[CH:17][C:16]=2[CH3:21])=[O:13])[CH:8]=[CH:7][C:3]=1[C:4]([OH:6])=O.[N+:22]([CH3:25])([O-:24])=[O:23].C(P(=O)(OCC)OCC)#N.C(N(CC)CC)C, predict the reaction product. The product is: [Cl:1][C:2]1[CH:10]=[C:9]([NH:11][C:12](=[O:13])[CH2:14][C:15]2[CH:20]=[CH:19][CH:18]=[CH:17][C:16]=2[CH3:21])[CH:8]=[CH:7][C:3]=1[C:4]([CH2:25][N+:22]([O-:24])=[O:23])=[O:6]. (5) The product is: [CH3:88][N:61]([CH3:60])[C:62]([N:64]1[CH2:65][CH:66]=[C:67]([C:70]2[NH:87][C:73]3[N:74]=[CH:75][N:76]=[C:77]([C:78]4[CH:83]=[C:82]([F:84])[CH:81]=[C:80]([NH:85][C:112](=[O:113])[C:111]5[CH:115]=[CH:116][C:108]([C:105]([OH:107])([CH3:106])[C:104]([F:103])([F:117])[F:118])=[CH:109][CH:110]=5)[C:79]=4[CH3:86])[C:72]=3[CH:71]=2)[CH2:68][CH2:69]1)=[O:63]. Given the reactants CN(C)C(N1CC=C(C2NC3N=CN=C(C4C=CC=C(NC(=O)C5C=CC(C(O)(C)C)=CC=5F)C=4C(C4C=CC=CC=4)(C4C=CC=CC=4)O[SiH2]C(C)(C)C)C=3C=2)CC1)=O.[CH3:60][N:61]([CH3:88])[C:62]([N:64]1[CH2:69][CH:68]=[C:67]([C:70]2[NH:87][C:73]3[N:74]=[CH:75][N:76]=[C:77]([C:78]4[CH:83]=[C:82]([F:84])[CH:81]=[C:80]([NH2:85])[C:79]=4[CH3:86])[C:72]=3[CH:71]=2)[CH2:66][CH2:65]1)=[O:63].FC1C=C(C(O)(C)C)C=CC=1C(O)=O.[F:103][C:104]([F:118])([F:117])[C:105]([C:108]1[CH:116]=[CH:115][C:111]([C:112](O)=[O:113])=[CH:110][CH:109]=1)([OH:107])[CH3:106], predict the reaction product. (6) The product is: [C:14]([NH:1][C:2]1[CH:13]=[C:6]2[C:7]([O:9][C:10](=[O:12])[NH:11][C:5]2=[CH:4][CH:3]=1)=[O:8])(=[O:16])[CH3:15]. Given the reactants [NH2:1][C:2]1[CH:13]=[C:6]2[C:7]([O:9][C:10](=[O:12])[NH:11][C:5]2=[CH:4][CH:3]=1)=[O:8].[C:14](OC(=O)C)(=[O:16])[CH3:15], predict the reaction product. (7) Given the reactants Br[CH2:2][C:3]([C:5]1[S:9][C:8]([NH:10][C:11](=[O:13])[CH3:12])=[N:7][C:6]=1[CH3:14])=O.Br.BrCC(C1SC(NC(=O)C)=NC=1C)=O.C(N(CC)CC)C.[C:37]([CH2:39][C:40]([NH2:42])=[S:41])#[N:38], predict the reaction product. The product is: [C:37]([CH2:39][C:40]1[S:41][CH:2]=[C:3]([C:5]2[S:9][C:8]([NH:10][C:11](=[O:13])[CH3:12])=[N:7][C:6]=2[CH3:14])[N:42]=1)#[N:38]. (8) Given the reactants Cl[C:2]1[C:11]2[N:12]=[C:13]([C:19]([CH3:22])([CH3:21])[OH:20])[N:14]([CH2:15][CH:16]([CH3:18])[CH3:17])[C:10]=2[C:9]2[CH:8]=[CH:7][CH:6]=[CH:5][C:4]=2[N:3]=1.[NH3:23], predict the reaction product. The product is: [NH2:23][C:2]1[C:11]2[N:12]=[C:13]([C:19]([CH3:22])([CH3:21])[OH:20])[N:14]([CH2:15][CH:16]([CH3:18])[CH3:17])[C:10]=2[C:9]2[CH:8]=[CH:7][CH:6]=[CH:5][C:4]=2[N:3]=1. (9) Given the reactants [F:1][C:2]([F:34])([F:33])[C:3]1[CH:8]=[CH:7][C:6](/[CH:9]=[CH:10]/[C:11]2[O:12][CH:13]=[C:14]([CH2:16][O:17][C:18]3[CH:23]=[CH:22][C:21]([CH2:24][CH2:25][CH2:26][CH2:27][N:28]4[CH:32]=[CH:31][N:30]=[N:29]4)=[CH:20][CH:19]=3)[N:15]=2)=[CH:5][CH:4]=1.[ClH:35], predict the reaction product. The product is: [ClH:35].[F:34][C:2]([F:1])([F:33])[C:3]1[CH:4]=[CH:5][C:6](/[CH:9]=[CH:10]/[C:11]2[O:12][CH:13]=[C:14]([CH2:16][O:17][C:18]3[CH:23]=[CH:22][C:21]([CH2:24][CH2:25][CH2:26][CH2:27][N:28]4[CH:32]=[CH:31][N:30]=[N:29]4)=[CH:20][CH:19]=3)[N:15]=2)=[CH:7][CH:8]=1. (10) Given the reactants [CH3:1][C:2]1([CH3:16])[C:6]([CH3:8])([CH3:7])[O:5][B:4]([C:9]2[CH:15]=[CH:14][C:12]([NH2:13])=[CH:11][CH:10]=2)[O:3]1.[CH2:17]([C:19]1[O:20][C:21]([C:25](O)=[O:26])=[C:22]([CH3:24])[N:23]=1)[CH3:18].CCN(C(C)C)C(C)C.CN(C(ON1N=NC2C=CC=NC1=2)=[N+](C)C)C.F[P-](F)(F)(F)(F)F, predict the reaction product. The product is: [CH2:17]([C:19]1[O:20][C:21]([C:25]([NH:13][C:12]2[CH:14]=[CH:15][C:9]([B:4]3[O:3][C:2]([CH3:16])([CH3:1])[C:6]([CH3:7])([CH3:8])[O:5]3)=[CH:10][CH:11]=2)=[O:26])=[C:22]([CH3:24])[N:23]=1)[CH3:18].